From a dataset of Forward reaction prediction with 1.9M reactions from USPTO patents (1976-2016). Predict the product of the given reaction. (1) Given the reactants [C@H:1]12[CH2:7][C@H:4]([NH:5][CH2:6]1)[CH2:3][N:2]2[CH2:8][C@@H:9]([C:11]1[CH:20]=[CH:19][C:14]2[C:15](=[O:18])[O:16][CH2:17][C:13]=2[C:12]=1[CH3:21])[OH:10].[CH3:22][C@H:23]1[CH2:32][C:31]2[C:26](=[CH:27][CH:28]=[C:29]([CH:33]3[CH2:35][O:34]3)[CH:30]=2)[C:25](=[O:36])[O:24]1.CCN(C(C)C)C(C)C, predict the reaction product. The product is: [OH:34][CH:33]([C:29]1[CH:30]=[C:31]2[C:26](=[CH:27][CH:28]=1)[C:25](=[O:36])[O:24][C@@H:23]([CH3:22])[CH2:32]2)[CH2:35][N:5]1[CH2:6][C@@H:1]2[CH2:7][C@H:4]1[CH2:3][N:2]2[CH2:8][C@H:9]([OH:10])[C:11]1[C:12]([CH3:21])=[C:13]2[C:14](=[CH:19][CH:20]=1)[C:15](=[O:18])[O:16][CH2:17]2. (2) Given the reactants [CH2:1]([O:8][C:9]1[CH:14]=[C:13]([O:15][CH2:16][C:17]2[CH:22]=[CH:21][CH:20]=[CH:19][CH:18]=2)[C:12]([CH:23]([CH3:25])[CH3:24])=[CH:11][C:10]=1[C:26]1[O:30][N:29]=[C:28]([C:31]([NH:33][CH2:34][CH3:35])=[O:32])[C:27]=1[C:36](=[N:38][OH:39])[NH2:37])[C:2]1[CH:7]=[CH:6][CH:5]=[CH:4][CH:3]=1.[CH2:40]([O:42][C:43]1[CH:51]=[CH:50][C:46]([C:47](Cl)=O)=[CH:45][CH:44]=1)[CH3:41], predict the reaction product. The product is: [CH2:1]([O:8][C:9]1[CH:14]=[C:13]([O:15][CH2:16][C:17]2[CH:22]=[CH:21][CH:20]=[CH:19][CH:18]=2)[C:12]([CH:23]([CH3:25])[CH3:24])=[CH:11][C:10]=1[C:26]1[O:30][N:29]=[C:28]([C:31]([NH:33][CH2:34][CH3:35])=[O:32])[C:27]=1[C:36]1[N:37]=[C:47]([C:46]2[CH:50]=[CH:51][C:43]([O:42][CH2:40][CH3:41])=[CH:44][CH:45]=2)[O:39][N:38]=1)[C:2]1[CH:7]=[CH:6][CH:5]=[CH:4][CH:3]=1. (3) Given the reactants [F:1][C:2]1[CH:9]=[CH:8][CH:7]=[CH:6][C:3]=1[CH:4]=O.Cl.[O:11]([NH2:13])[CH3:12], predict the reaction product. The product is: [CH3:12][O:11][N:13]=[CH:4][C:3]1[CH:6]=[CH:7][CH:8]=[CH:9][C:2]=1[F:1]. (4) Given the reactants C(N1CCN(C2N=C(Br)C=C3C=CSC=23)CC1)C.[CH2:19]([N:21]1[CH2:26][CH2:25][N:24]([C:27]2[N:28]=[C:29]([C:36]3[CH:41]=[CH:40][C:39]([C@H:42]4[CH2:47][C@H:46]([O:48]C(=O)C)[CH2:45][CH2:44][O:43]4)=[CH:38][CH:37]=3)[CH:30]=[C:31]3[CH:35]=[CH:34][S:33][C:32]=23)[CH2:23][CH2:22]1)[CH3:20].[ClH:52], predict the reaction product. The product is: [ClH:52].[ClH:52].[CH2:19]([N:21]1[CH2:26][CH2:25][N:24]([C:27]2[N:28]=[C:29]([C:36]3[CH:37]=[CH:38][C:39]([C@H:42]4[CH2:47][C@H:46]([OH:48])[CH2:45][CH2:44][O:43]4)=[CH:40][CH:41]=3)[CH:30]=[C:31]3[CH:35]=[CH:34][S:33][C:32]=23)[CH2:23][CH2:22]1)[CH3:20].